From a dataset of Peptide-MHC class II binding affinity with 134,281 pairs from IEDB. Regression. Given a peptide amino acid sequence and an MHC pseudo amino acid sequence, predict their binding affinity value. This is MHC class II binding data. (1) The peptide sequence is GHRGAINWQKGDTIK. The binding affinity (normalized) is 0.313. The MHC is DRB5_0101 with pseudo-sequence DRB5_0101. (2) The peptide sequence is PGESRHTSDHMSIYK. The MHC is DRB1_1302 with pseudo-sequence DRB1_1302. The binding affinity (normalized) is 0. (3) The peptide sequence is VPEKYTIGATYAPEE. The MHC is HLA-DQA10501-DQB10201 with pseudo-sequence HLA-DQA10501-DQB10201. The binding affinity (normalized) is 0.318. (4) The binding affinity (normalized) is 0. The peptide sequence is SEAQKAAKPAAAATA. The MHC is DRB1_0405 with pseudo-sequence DRB1_0405. (5) The peptide sequence is PPTVTIFKISKTVSE. The MHC is DRB1_1602 with pseudo-sequence DRB1_1602. The binding affinity (normalized) is 0.554. (6) The peptide sequence is SADTISSYFVGKM. The MHC is DRB1_0701 with pseudo-sequence DRB1_0701. The binding affinity (normalized) is 0. (7) The peptide sequence is TIVNQDVKDWTDGSR. The MHC is DRB1_0101 with pseudo-sequence DRB1_0101. The binding affinity (normalized) is 0.154.